The task is: Predict the reactants needed to synthesize the given product.. This data is from Full USPTO retrosynthesis dataset with 1.9M reactions from patents (1976-2016). (1) Given the product [CH3:23][S:24]([O:13][CH2:12][CH2:11][C@@H:10]([NH:14][C:15]([O:16][C:17]([CH3:18])([CH3:19])[CH3:20])=[O:21])[C:7]1[CH:6]=[CH:5][C:4]([O:3][CH:2]([F:22])[F:1])=[CH:9][CH:8]=1)(=[O:26])=[O:25], predict the reactants needed to synthesize it. The reactants are: [F:1][CH:2]([F:22])[O:3][C:4]1[CH:9]=[CH:8][C:7]([C@H:10]([NH:14][C:15](=[O:21])[O:16][C:17]([CH3:20])([CH3:19])[CH3:18])[CH2:11][CH2:12][OH:13])=[CH:6][CH:5]=1.[CH3:23][S:24](Cl)(=[O:26])=[O:25]. (2) Given the product [Br:27][C:18]1[CH:17]=[C:16]([NH:15][C:14]([C@@H:13]2[CH2:12][C@@H:11]3[C@@H:9]([CH2:10]3)[NH:8]2)=[O:28])[CH:21]=[C:20]([C:22]2[NH:26][N:25]=[N:24][N:23]=2)[CH:19]=1, predict the reactants needed to synthesize it. The reactants are: C(OC([N:8]1[C@H:13]([C:14](=[O:28])[NH:15][C:16]2[CH:21]=[C:20]([C:22]3[NH:26][N:25]=[N:24][N:23]=3)[CH:19]=[C:18]([Br:27])[CH:17]=2)[CH2:12][C@@H:11]2[C@H:9]1[CH2:10]2)=O)(C)(C)C.C(O)(C(F)(F)F)=O. (3) Given the product [Cl:1][C:2]1[CH:11]=[C:10]([O:15][CH3:14])[C:9]2[C:4](=[CH:5][CH:6]=[C:7]([F:13])[CH:8]=2)[N:3]=1, predict the reactants needed to synthesize it. The reactants are: [Cl:1][C:2]1[CH:11]=[C:10](Cl)[C:9]2[C:4](=[CH:5][CH:6]=[C:7]([F:13])[CH:8]=2)[N:3]=1.[CH3:14][O-:15].[Na+]. (4) Given the product [CH3:1][O:2][C:3]([C:5]1[N:6]([CH3:19])[C:7]([S:10]([N:13]2[CH2:17][CH2:16][C@H:15]([O:18][S:28]([CH3:27])(=[O:30])=[O:29])[CH2:14]2)(=[O:11])=[O:12])=[CH:8][CH:9]=1)=[O:4], predict the reactants needed to synthesize it. The reactants are: [CH3:1][O:2][C:3]([C:5]1[N:6]([CH3:19])[C:7]([S:10]([N:13]2[CH2:17][CH2:16][C@H:15]([OH:18])[CH2:14]2)(=[O:12])=[O:11])=[CH:8][CH:9]=1)=[O:4].C(N(CC)CC)C.[CH3:27][S:28](Cl)(=[O:30])=[O:29]. (5) Given the product [S:25]1[CH2:28][S:26][C:24]1=[C:10]([C:11]1[CH:16]=[CH:15][N:14]=[CH:13][CH:12]=1)[C:9]([C:5]1[CH:6]=[CH:7][CH:8]=[C:3]([O:2][CH3:1])[CH:4]=1)=[O:17], predict the reactants needed to synthesize it. The reactants are: [CH3:1][O:2][C:3]1[CH:4]=[C:5]([C:9](=[O:17])[CH2:10][C:11]2[CH:16]=[CH:15][N:14]=[CH:13][CH:12]=2)[CH:6]=[CH:7][CH:8]=1.C(=O)([O-])[O-].[K+].[K+].[C:24](=[S:26])=[S:25].Br[CH2:28]Br. (6) Given the product [O:75]=[C:74]([N:76]1[CH2:77][CH2:78][CH:79]([O:82][C:83]2[CH:88]=[CH:87][CH:86]=[C:85]([C:89]([F:92])([F:90])[F:91])[CH:84]=2)[CH2:80][CH2:81]1)[CH2:73][NH:72][C:22]([C:19]1[CH:18]=[C:17]([C:12]2[CH:13]=[CH:14][CH:15]=[CH:16][C:11]=2[F:10])[NH:21][N:20]=1)=[O:24], predict the reactants needed to synthesize it. The reactants are: CCN(C(C)C)C(C)C.[F:10][C:11]1[CH:16]=[CH:15][CH:14]=[CH:13][C:12]=1[C:17]1[NH:21][N:20]=[C:19]([C:22]([OH:24])=O)[CH:18]=1.C1(C2NN=C(C(O)=O)C=2)C=CC=CC=1.FC1C=CC=CC=1C(=O)C.C1C=CC2N(O)N=NC=2C=1.CCN=C=NCCCN(C)C.Cl.Cl.[NH2:72][CH2:73][C:74]([N:76]1[CH2:81][CH2:80][CH:79]([O:82][C:83]2[CH:88]=[CH:87][CH:86]=[C:85]([C:89]([F:92])([F:91])[F:90])[CH:84]=2)[CH2:78][CH2:77]1)=[O:75].